From a dataset of Reaction yield outcomes from USPTO patents with 853,638 reactions. Predict the reaction yield, written as a fraction of the theoretical maximum amount of product (1.0 means a 100% yield; for example, 0.34 means a 34% yield). (1) The reactants are [C:1]([OH:18])(=[O:17])[C:2]1[C:3](=[CH:7][C:8](=[C:12]([CH:16]=1)[C:13]([OH:15])=[O:14])[C:9]([OH:11])=[O:10])[C:4]([OH:6])=[O:5]. The catalyst is [Rh].O. The product is [CH:8]1([C:9]([OH:11])=[O:10])[CH2:7][CH:3]([C:4]([OH:6])=[O:5])[CH:2]([C:1]([OH:18])=[O:17])[CH2:16][CH:12]1[C:13]([OH:15])=[O:14]. The yield is 0.850. (2) The reactants are Br[C:2]1[CH:3]=[C:4]([CH:8]=[CH:9][C:10]=1[CH3:11])[C:5]([OH:7])=[O:6].[Li]CCCC.CN([CH:20]=[O:21])C.Cl. The catalyst is O1CCCC1.O. The product is [CH:20]([C:2]1[CH:3]=[C:4]([CH:8]=[CH:9][C:10]=1[CH3:11])[C:5]([OH:7])=[O:6])=[O:21]. The yield is 0.980. (3) The reactants are [CH3:1][N:2]([CH3:6])[CH2:3][CH2:4][OH:5].[H-].[Na+].[NH2:9][C:10]1[N:15]=[C:14]([C:16]2[C:24]3[C:23](O)=[CH:22][CH:21]=[N:20][C:19]=3[N:18]([CH2:26][O:27][CH2:28][CH2:29][Si:30]([CH3:33])([CH3:32])[CH3:31])[CH:17]=2)[CH:13]=[CH:12][N:11]=1.[NH4+].[OH-]. The catalyst is O.CN(C=O)C. The product is [CH3:1][N:2]([CH3:6])[CH2:3][CH2:4][O:5][C:22]1[CH:23]=[C:24]2[C:16]([C:14]3[CH:13]=[CH:12][N:11]=[C:10]([NH2:9])[N:15]=3)=[CH:17][N:18]([CH2:26][O:27][CH2:28][CH2:29][Si:30]([CH3:33])([CH3:32])[CH3:31])[C:19]2=[N:20][CH:21]=1. The yield is 0.400. (4) The reactants are [Cl:1][C:2]1[CH:3]=[C:4]2[C:9](=[CH:10][CH:11]=1)[C:8]([NH2:12])=[CH:7][CH:6]=[CH:5]2.[H+].[B-:14]([F:18])([F:17])([F:16])[F:15].[N:19]([O-])=O.[Na+]. The catalyst is O. The product is [F:15][B-:14]([F:18])([F:17])[F:16].[Cl:1][C:2]1[CH:3]=[C:4]2[C:9](=[CH:10][CH:11]=1)[C:8]([N+:12]#[N:19])=[CH:7][CH:6]=[CH:5]2. The yield is 0.960. (5) The reactants are [OH:1][C:2]1[C:9]([OH:10])=[CH:8][CH:7]=[CH:6][C:3]=1[CH:4]=[O:5].Br[CH2:12][CH2:13]Br.C(=O)([O-])[O-].[Cs+].[Cs+].[BH4-].[Na+]. The catalyst is CN(C)C=O.C(O)C. The product is [O:10]1[C:9]2[CH:8]=[CH:7][CH:6]=[C:3]([CH2:4][OH:5])[C:2]=2[O:1][CH2:13][CH2:12]1. The yield is 0.270. (6) The reactants are [O:1]1[CH2:5][CH2:4][O:3][C:2]1=O.[F:7][C:8]([F:32])([F:31])[C:9]1[N:13]2[N:14]=[C:15]([N:18]3[CH2:23][CH2:22][CH:21]([C:24]4[CH:29]=[CH:28]C(O)=[CH:26][CH:25]=4)[CH2:20][CH2:19]3)[CH2:16][CH2:17][C:12]2=[N:11][N:10]=1.C(=O)([O-])[O-].[K+].[K+]. The catalyst is CN(C=O)C. The product is [F:32][C:8]([F:7])([F:31])[C:9]1[N:13]2[N:14]=[C:15]([N:18]3[CH2:19][CH2:20][CH:21]([C:24]4[CH:29]=[CH:28][C:2]([O:1][CH2:5][CH2:4][OH:3])=[CH:26][CH:25]=4)[CH2:22][CH2:23]3)[CH2:16][CH2:17][C:12]2=[N:11][N:10]=1. The yield is 0.680. (7) The reactants are [F:1][C:2]([F:13])([F:12])[C@H:3]1[CH2:8][CH2:7][C@H:6]([C:9](O)=[O:10])[CH2:5][CH2:4]1.S(Cl)(Cl)=O.[NH4+:18].[OH-]. No catalyst specified. The product is [F:1][C:2]([F:13])([F:12])[C@H:3]1[CH2:8][CH2:7][C@H:6]([C:9]([NH2:18])=[O:10])[CH2:5][CH2:4]1. The yield is 0.760.